This data is from Human Reference Interactome with 51,813 positive PPI pairs across 8,248 proteins, plus equal number of experimentally-validated negative pairs. The task is: Binary Classification. Given two protein amino acid sequences, predict whether they physically interact or not. (1) Protein 1 (ENSG00000132849) has sequence MVQGGFPEKIRQRYADLPGELHIIELEKDKNGLGLSLAGNKDRSRMSIFVVGINPEGPAAADGRMRIGDELLEINNQILYGRSHQNASAIIKTAPSKVKLVFIRNEDAVNQMAVTPFPVPSSSPSSIEDQSGTEPISSEEDGSVEVGIKQLPESESFKLAVSQMKQQKYPTKVSFSSQEIPLAPASSYHSTDADFTGYGGFQAPLSVDPATCPIVPGQEMIIEISKGRSGLGLSIVGGKDTPLFWRLGSPRAWSQHLVRAFMLHHPVTEVEGQNAIVIHEVYEEGAAARDGRLWAGDQIL.... Protein 2 (ENSG00000001036) has sequence MRPQELPRLAFPLLLLLLLLLPPPPCPAHSATRFDPTWESLDARQLPAWFDQAKFGIFIHWGVFSVPSFGSEWFWWYWQKEKIPKYVEFMKDNYPPSFKYEDFGPLFTAKFFNANQWADIFQASGAKYIVLTSKHHEGFTLWGSEYSWNWNAIDEGPKRDIVKELEVAIRNRTDLRFGLYYSLFEWFHPLFLEDESSSFHKRQFPVSKTLPELYELVNNYQPEVLWSDGDGGAPDQYWNSTGFLAWLYNESPVRGTVVTNDRWGAGSICKHGGFYTCSDRYNPGHLLPHKWENCMTIDKL.... Result: 0 (the proteins do not interact). (2) Protein 1 (ENSG00000185670) has sequence MEFPEHSQQLLQSLREQRSQGFLCDCTVMVGSTQFLAHRAVLASCSPFFQLFYKERELDKRDLVCIHNEIVTAPAFGLLLDFMYAGQLTLRGDTPVEDVLAAASYLHMNDIVKVCKRRLQARALAEADSTKKEEETNSQLPSLEFLSSTSRGTQPSLASAETSGHWGKGEWKGSAAPSPTVRPPDEPPMSSGADTTQPGMEVDAPHLRAPHPPVADVSLASPSSSTETIPTNYFSSGISAVSLEPLPSLDVGPESLRVVEPKDPGGPLQGFYPPASAPTSAPAPVSAPVPSQAPAPAEAE.... Protein 2 (ENSG00000131023) has sequence MKRSEKPEGYRQMRPKTFPASNYTVSSRQMLQEIRESLRNLSKPSDAAKAEHNMSKMSTEDPRQVRNPPKFGTHHKALQEIRNSLLPFANETNSSRSTSEVNPQMLQDLQAAGFDEDMVIQALQKTNNRSIEAAIEFISKMSYQDPRREQMAAAAARPINASMKPGNVQQSVNRKQSWKGSKESLVPQRHGPPLGESVAYHSESPNSQTDVGRPLSGSGISAFVQAHPSNGQRVNPPPPPQVRSVTPPPPPRGQTPPPRGTTPPPPSWEPNSQTKRYSGNMEYVISRISPVPPGAWQEGY.... Result: 0 (the proteins do not interact). (3) Protein 2 (ENSG00000152056) has sequence MIHFILLFSRQGKLRLQKWYITLPDKERKKITREIVQIILSRGHRTSSFVDWKELKLVYKRSVSWILSLILKRLISSWTSL*MIHFILLFSRQGKLRLQKWYITLPDKERKKITREIVQIILSRGHRTSSFVDWKELKLVYKRCL*MIHFILLFSRQGKLRLQKWYITLPDKERKKITREIVQIILSRGHRTSSFVDWKELKLVYKRYASLYFCCAIENQDNELLTLEIVHRYVELLDKYFGNTWPFARA*MIHFILLFSRQGKLRLQKWYITLPDKERKKITREIVQIILSRGHRTSSF.... Result: 0 (the proteins do not interact). Protein 1 (ENSG00000143105) has sequence MDVCGWKEMEVALVNFDNSDEIQEEPGYATDFDSTSPKGRPGGSSFSNGKILISESTNHETAFSKLPGDYADPPGPEPVVLNEGNQRVIINIAGLRFETQLRTLSQFPETLLGDREKRMQFFDSMRNEYFFDRNRPSFDGILYYYQSGGKIRRPANVPIDIFADEISFYELGSEAMDQFREDEGFIKDPETLLPTNDIHRQFWLLFEYPESSSAARAVAVVSVLVVVISITIFCLETLPEFREDRELKVVRDPNLNMSKTVLSQTMFTDPFFMVESTCIVWFTFELVLRFVVCPSKTDFF.... (4) Protein 1 (ENSG00000168175) has sequence MSDEFSLADALPEHSPAKTSAVSNTKPGQPPQGWPGSNPWNNPSAPSSVPSGLPPSATPSTVPFGPAPTGMYPSVPPTGPPPGPPAPFPPSGPSCPPPGGPYPAPTVPGPGPTGPYPTPNMPFPELPRPYGAPTDPAAAGPLGPWGSMSSGPWAPGMGGQYPTPNMPYPSPGPYPAPPPPQAPGAAPPVPWGTVPPGAWGPPAPYPAPTGSYPTPGLYPTPSNPFQVPSGPSGAPPMPGGPHSYH*. Protein 2 (ENSG00000181577) has sequence MMPLAEAGALAQGGGPSATEWACILRRKTPRHKQPTLLMVRASRRSGKTSAVLKAGRQSVSGRKNSTSKDLVTLGASSLREERGHPLHPRHRKAVHLRTRGRTRGWVQTLARMSRRTRGPVERAAAAAAAAAGGDAGHAPFPPPPAADGARAPRSPGQVTPRGLRLRLPRRESLLRGLCRPLRPLLGFRESDSAKPASLRLLQHTPSARRNYRIAGARLMRSNYPPPLSSAALRGAGPTRRN*MEGSFHQKTPRHKQPTLLMVRASRRSGKTSAVLKAGRQSVSGRKNSTSKDLVTLGAS.... Result: 0 (the proteins do not interact). (5) Protein 1 (ENSG00000146700) has sequence MHKEAEMLIGPQLDEKRWGWRLGDGSAAPPFLPQALSFLLLLPLASALQPTPLPFQELRLVGGPSRCRGRLEVMHGGSWGSVCDDDWDVVDANVVCRQLGCGLALPVPRPLAFGQGRGPILLDNVECRGQEAALSECGSRGWGVHNCFHYEDVAVLCDEFLPTQPPTRKMLTSRAPPTTLPNGKSEGSVRLVGGANLCQGRVEILHSGLWGTVCDDDWGLPDAAVVCRQLGCGAAMAATTNAFFGYGTGHILLDNVHCEGGEPRLAACQSLGWGVHNCGHHEDAGALCAGLGPPTLTALP.... Protein 2 (ENSG00000197683) has sequence MSCPNYCSGNSNSGSLRTSRHIPLTSIDLCPTSVSCGDVLYLPTSSQDHTWVTDNCQETCGEPTSCQPVHCETGNLETSCGSSTAYYVPRPCQGSSFLPASFFSSSCLPVSCRPQRYVSSGCRPLRPLLNSYQPIGDCVPNAYRPQFCLSKSCQPQNLLTSGCQPSSCLAYRPQSLHVVSSSLRPLGPLFSGCQPLTHVFSTCRPSCSGL*. Result: 1 (the proteins interact). (6) Protein 2 (ENSG00000184937) has sequence LDFLLLQDPASTCVPEPASQHTLRSGPGCLQQPEQQGVRDPGGIWAKLGAAEASAERLQGRRSRGASGSEPQQMGSDVRDLNALLPAVPSLGGGGGCALPVSGAAQWAPVLDFAPPGASAYGSLGGPAPPPAPPPPPPPPPHSFIKQEPSWGGAEPHEEQCLSAFTVHFSGQFTGTAGACRYGPFGPPPPSQASSGQARMFPNAPYLPSCLESQPAIRNQGYSTVTFDGTPSYGHTPSHHAAQFPNHSFKHEDPMGQQGSLGEQQYSVPPPVYGCHTPTDSCTGSQALLLRTPYSSDNLY.... Protein 1 (ENSG00000116157) has sequence MVAATVAAAWLLLWAAACAQQEQDFYDFKAVNIRGKLVSLEKYRGSVSLVVNVASECGFTDQHYRALQQLQRDLGPHHFNVLAFPCNQFGQQEPDSNKEIESFARRTYSVSFPMFSKIAVTGTGAHPAFKYLAQTSGKEPTWNFWKYLVAPDGKVVGAWDPTVSVEEVRPQITALVRKLILLKREDL*. Result: 0 (the proteins do not interact). (7) Protein 1 (ENSG00000105204) has sequence MAVPPGHGPFSGFPGPQEHTQVLPDVRLLPRRLPLAFRDATSAPLRKLSVDLIKTYKHINEVYYAKKKRRAQQAPPQDSSNKKEKKVLNHGYDDDNHDYIVRSGERWLERYEIDSLIGKGSFGQVVKAYDHQTQELVAIKIIKNKKAFLNQAQIELRLLELMNQHDTEMKYYIVHLKRHFMFRNHLCLVFELLSYNLYDLLRNTHFRGVSLNLTRKLAQQLCTALLFLATPELSIIHCDLKPENILLCNPKRSAIKIVDFGSSCQLGQRIYQYIQSRFYRSPEVLLGTPYDLAIDMWSLG.... Protein 2 (ENSG00000135451) has sequence MTTRQATKDPLLRGVSPTPSKIPVRSQKRTPFPTVTSCAVDQENQDPRRWVQKPPLNIQRPLVDSAGPRPKARHQAETSQRLVGISQPRNPLEELRPSPRGQNVGPGPPAQTEAPGTIEFVADPAALATILSGEGVKSCHLGRQPSLAKRVLVRGSQGGTTQRVQGVRASAYLAPRTPTHRLDPARASCFSRLEGPGPRGRTLCPQRLQALISPSGPSFHPSTRPSFQELRRETAGSSRTSVSQASGLLLETPVQPAFSLPKGEREVVTHSDEGGVASLGLAQRVPLRENREMSHTRDSH.... Result: 1 (the proteins interact).